This data is from Forward reaction prediction with 1.9M reactions from USPTO patents (1976-2016). The task is: Predict the product of the given reaction. (1) Given the reactants [F:1][CH2:2][CH2:3][CH2:4]O.CC(OI1(OC(C)=O)(OC(C)=O)OC(=O)C2C=CC=CC1=2)=O.[CH3:28][O:29][C:30]1[CH:49]=[CH:48][C:33]2[N:34]=[C:35]3[N:40]=[C:39]([C:41]4[CH:47]=[CH:46][C:44]([NH2:45])=[CH:43][CH:42]=4)[CH:38]=[CH:37][N:36]3[C:32]=2[CH:31]=1.[BH-](OC(C)=O)(OC(C)=O)OC(C)=O.[Na+], predict the reaction product. The product is: [F:1][CH2:2][CH2:3][CH2:4][NH:45][C:44]1[CH:46]=[CH:47][C:41]([C:39]2[CH:38]=[CH:37][N:36]3[C:32]4[CH:31]=[C:30]([O:29][CH3:28])[CH:49]=[CH:48][C:33]=4[N:34]=[C:35]3[N:40]=2)=[CH:42][CH:43]=1. (2) Given the reactants [NH2:1][C:2]1[C:3]([N+:31]([O-:33])=[O:32])=[CH:4][C:5]([Cl:30])=[C:6]([N:8]2[CH2:13][CH2:12][N:11]([C:14]([C:16]3[C:17]([C:22]4[CH:27]=[CH:26][CH:25]=[CH:24][C:23]=4[O:28][CH3:29])=[N:18][O:19][C:20]=3[CH3:21])=[O:15])[CH2:10][CH2:9]2)[CH:7]=1.[CH3:34][O:35][C:36]1[CH:44]=[CH:43][C:39]([C:40](Cl)=[O:41])=[CH:38][CH:37]=1.CCN(P1(N(C)CCCN1C)=NC(C)(C)C)CC.N1CCCCC1, predict the reaction product. The product is: [Cl:30][C:5]1[C:6]([N:8]2[CH2:13][CH2:12][N:11]([C:14]([C:16]3[C:17]([C:22]4[CH:27]=[CH:26][CH:25]=[CH:24][C:23]=4[O:28][CH3:29])=[N:18][O:19][C:20]=3[CH3:21])=[O:15])[CH2:10][CH2:9]2)=[CH:7][C:2]([NH:1][C:40](=[O:41])[C:39]2[CH:43]=[CH:44][C:36]([O:35][CH3:34])=[CH:37][CH:38]=2)=[C:3]([N+:31]([O-:33])=[O:32])[CH:4]=1. (3) Given the reactants [Cl:1][C:2]1[C:7]2[O:8][C:9]3[CH2:14][CH2:13][NH:12][CH:11]([C:15]([N:17]([CH3:19])[CH3:18])=[O:16])[C:10]=3[C:6]=2[CH:5]=[C:4]([S:20]([C:23]2[CH:28]=[CH:27][CH:26]=[CH:25][CH:24]=2)(=[O:22])=[O:21])[CH:3]=1.Cl, predict the reaction product. The product is: [ClH:1].[Cl:1][C:2]1[C:7]2[O:8][C:9]3[CH2:14][CH2:13][NH:12][CH:11]([C:15]([N:17]([CH3:19])[CH3:18])=[O:16])[C:10]=3[C:6]=2[CH:5]=[C:4]([S:20]([C:23]2[CH:28]=[CH:27][CH:26]=[CH:25][CH:24]=2)(=[O:22])=[O:21])[CH:3]=1. (4) Given the reactants [CH:1]1([N:6]2[CH2:12][C:11]([F:14])([CH3:13])[C:10](=[O:15])[N:9]([CH3:16])[C:8]3[CH:17]=[N:18][C:19]([NH:21][C:22]4[CH:30]=[CH:29][C:25]([C:26](O)=[O:27])=[CH:24][C:23]=4[O:31][CH3:32])=[N:20][C:7]2=3)[CH2:5][CH2:4][CH2:3][CH2:2]1.CN(C(ON1N=[N:48][C:43]2[CH:44]=C[CH:46]=[N:47][C:42]1=2)=[N+](C)C)C.F[P-](F)(F)(F)(F)F.Cl.CN1CC(N)C1, predict the reaction product. The product is: [CH:1]1([N:6]2[CH2:12][C:11]([F:14])([CH3:13])[C:10](=[O:15])[N:9]([CH3:16])[C:8]3[CH:17]=[N:18][C:19]([NH:21][C:22]4[CH:30]=[CH:29][C:25]([C:26]([NH:48][CH:43]5[CH2:42][N:47]([CH3:46])[CH2:44]5)=[O:27])=[CH:24][C:23]=4[O:31][CH3:32])=[N:20][C:7]2=3)[CH2:5][CH2:4][CH2:3][CH2:2]1. (5) The product is: [F:1][C:2]1[C:11]([I:12])=[CH:10][C:5]([C:6]([OH:8])=[O:7])=[C:4]([O:13][CH3:14])[CH:3]=1. Given the reactants [F:1][C:2]1[C:11]([I:12])=[CH:10][C:5]([C:6]([O:8]C)=[O:7])=[C:4]([O:13][CH3:14])[CH:3]=1.[OH-].[Li+].CO.Cl, predict the reaction product. (6) Given the reactants [CH3:1][C:2]1[C:10]2[C:9](=[O:11])[NH:8][CH:7]=[N:6][C:5]=2[S:4][C:3]=1[C:12]([OH:14])=O.CCN(C(C)C)C(C)C.Cl.[Cl:25][C:26]1[CH:27]=[C:28]([N:32]2[CH2:37][CH2:36][NH:35][CH2:34][CH2:33]2)[CH:29]=[CH:30][CH:31]=1.CN(C(ON1N=NC2C=CC=NC1=2)=[N+](C)C)C.F[P-](F)(F)(F)(F)F, predict the reaction product. The product is: [Cl:25][C:26]1[CH:27]=[C:28]([N:32]2[CH2:37][CH2:36][N:35]([C:12]([C:3]3[S:4][C:5]4[N:6]=[CH:7][NH:8][C:9](=[O:11])[C:10]=4[C:2]=3[CH3:1])=[O:14])[CH2:34][CH2:33]2)[CH:29]=[CH:30][CH:31]=1. (7) Given the reactants Br[C:2]1[C:3]([CH2:11][CH3:12])=[N:4][N:5]2[CH2:10][CH2:9][CH2:8][CH2:7][C:6]=12.[Li]C(C)(C)C.[O:18]=[C:19]1[CH2:24][CH2:23][N:22]([C:25]([O:27][C:28]([CH3:31])([CH3:30])[CH3:29])=[O:26])[CH2:21][CH2:20]1, predict the reaction product. The product is: [C:28]([O:27][C:25]([N:22]1[CH2:23][CH2:24][C:19]([OH:18])([C:2]2[C:3]([CH2:11][CH3:12])=[N:4][N:5]3[CH2:10][CH2:9][CH2:8][CH2:7][C:6]=23)[CH2:20][CH2:21]1)=[O:26])([CH3:31])([CH3:29])[CH3:30].